Dataset: Full USPTO retrosynthesis dataset with 1.9M reactions from patents (1976-2016). Task: Predict the reactants needed to synthesize the given product. (1) Given the product [Cl:13][C:14]1[CH:15]=[CH:16][C:17]([O:24][CH3:25])=[C:18]([S:20]([N:7]2[CH2:8][CH2:9][CH2:10][CH2:11][C:5]3[CH:4]=[CH:3][CH:2]=[CH:12][C:6]2=3)(=[O:21])=[O:22])[CH:19]=1, predict the reactants needed to synthesize it. The reactants are: Br[C:2]1[CH:3]=[CH:4][C:5]2[CH2:11][CH2:10][CH2:9][CH2:8][NH:7][C:6]=2[CH:12]=1.[Cl:13][C:14]1[CH:15]=[CH:16][C:17]([O:24][CH3:25])=[C:18]([S:20](Cl)(=[O:22])=[O:21])[CH:19]=1. (2) Given the product [C:1]12([CH2:11][CH2:12][O:13][C:14]3[CH:15]=[C:16]([CH2:20][C@H:21]([NH:23][CH2:24][C@@H:25]([C:27]4[CH:28]=[CH:29][C:30]([OH:36])=[C:31]([NH:33][CH:34]=[O:35])[CH:32]=4)[OH:26])[CH3:22])[CH:17]=[CH:18][CH:19]=3)[CH2:10][CH:5]3[CH2:4][CH:3]([CH2:9][CH:7]([CH2:6]3)[CH2:8]1)[CH2:2]2, predict the reactants needed to synthesize it. The reactants are: [C:1]12([CH2:11][CH2:12][O:13][C:14]3[CH:15]=[C:16]([CH2:20][C@H:21]([NH:23][CH2:24][C@@H:25]([C:27]4[CH:28]=[CH:29][C:30]([O:36]CC5C=CC=CC=5)=[C:31]([NH:33][CH:34]=[O:35])[CH:32]=4)[OH:26])[CH3:22])[CH:17]=[CH:18][CH:19]=3)[CH2:10][CH:5]3[CH2:6][CH:7]([CH2:9][CH:3]([CH2:4]3)[CH2:2]1)[CH2:8]2. (3) The reactants are: [C:1]([O:5][C:6]([N:8]1[CH2:13][CH2:12][CH:11]([CH2:14][CH2:15][N:16]2[CH2:21][CH2:20][N:19]([C:22]3[CH:27]=[CH:26][C:25]([C:28]([NH:30][NH2:31])=[O:29])=[CH:24][CH:23]=3)[CH2:18][CH2:17]2)[CH2:10][CH2:9]1)=[O:7])([CH3:4])([CH3:3])[CH3:2].CCN(C(C)C)C(C)C.[C:41](Cl)(=[O:44])[CH2:42]C. Given the product [C:1]([O:5][C:6]([N:8]1[CH2:13][CH2:12][CH:11]([CH2:14][CH2:15][N:16]2[CH2:17][CH2:18][N:19]([C:22]3[CH:23]=[CH:24][C:25]([C:28]([NH:30][NH:31][C:41](=[O:44])[CH3:42])=[O:29])=[CH:26][CH:27]=3)[CH2:20][CH2:21]2)[CH2:10][CH2:9]1)=[O:7])([CH3:4])([CH3:2])[CH3:3], predict the reactants needed to synthesize it.